From a dataset of Reaction yield outcomes from USPTO patents with 853,638 reactions. Predict the reaction yield, written as a fraction of the theoretical maximum amount of product (1.0 means a 100% yield; for example, 0.34 means a 34% yield). (1) The reactants are C(O)(=O)C.[CH:5]1([CH2:8][O:9][C:10]2[CH:15]=[CH:14][CH:13]=[C:12](/[CH:16]=[CH:17]/[N+:18]([O-:20])=[O:19])[CH:11]=2)[CH2:7][CH2:6]1.[BH4-].[Na+]. The catalyst is CS(C)=O. The product is [CH:5]1([CH2:8][O:9][C:10]2[CH:15]=[CH:14][CH:13]=[C:12]([CH2:16][CH2:17][N+:18]([O-:20])=[O:19])[CH:11]=2)[CH2:7][CH2:6]1. The yield is 0.590. (2) The reactants are [C:1]([C:3]1[CH:4]=[N:5][CH:6]=[C:7]([CH:20]=1)[C:8]([N:10]=[S@@:11]([CH3:19])(=[O:18])[C:12]1[CH:17]=[CH:16][CH:15]=[CH:14][CH:13]=1)=[O:9])#[CH:2].I[C:22]1[CH:27]=[CH:26][C:25]([OH:28])=[CH:24][CH:23]=1.C(N(CC)CC)C. The catalyst is Cl[Pd](Cl)([P](C1C=CC=CC=1)(C1C=CC=CC=1)C1C=CC=CC=1)[P](C1C=CC=CC=1)(C1C=CC=CC=1)C1C=CC=CC=1.[Cu]I.CN(C=O)C. The product is [OH:28][C:25]1[CH:26]=[CH:27][C:22]([C:2]#[C:1][C:3]2[CH:4]=[N:5][CH:6]=[C:7]([CH:20]=2)[C:8]([N:10]=[S@@:11]([CH3:19])(=[O:18])[C:12]2[CH:13]=[CH:14][CH:15]=[CH:16][CH:17]=2)=[O:9])=[CH:23][CH:24]=1. The yield is 0.450. (3) The reactants are C[O:2][C:3]1[CH:4]=[CH:5][C:6]2[C:7]([CH:19]=1)=[CH:8][CH:9]=[C:10]1[C:14]=2[N:13]([CH2:15][CH:16]([NH2:18])[CH3:17])[N:12]=[CH:11]1.[B-](Br)(Br)(Br)[S+](C)C.C([O-])(O)=O.[Na+]. The catalyst is ClCCCl. The product is [NH2:18][CH:16]([CH3:17])[CH2:15][N:13]1[C:14]2[C:10](=[CH:9][CH:8]=[C:7]3[CH:19]=[C:3]([OH:2])[CH:4]=[CH:5][C:6]3=2)[CH:11]=[N:12]1. The yield is 0.320. (4) The reactants are [CH3:1][O:2][C:3]1[CH:8]=[CH:7][C:6]([N:9]2[CH:13]=[CH:12][CH:11]=[N:10]2)=[CH:5][CH:4]=1.C([Li])CCC.[CH2:19]([CH:21]([CH2:24][CH3:25])[CH:22]=[O:23])[CH3:20].CCOC(C)=O. The catalyst is C1COCC1.Cl. The product is [CH2:19]([CH:21]([CH2:24][CH3:25])[CH:22]([C:13]1[N:9]([C:6]2[CH:5]=[CH:4][C:3]([O:2][CH3:1])=[CH:8][CH:7]=2)[N:10]=[CH:11][CH:12]=1)[OH:23])[CH3:20]. The yield is 0.680. (5) The reactants are [Cl:1][C:2]1[CH:3]=[C:4]([N+:15]([O-:17])=[O:16])[CH:5]=[CH:6][C:7]=1[O:8][CH:9]1[CH2:14][CH2:13][NH:12][CH2:11][CH2:10]1.[CH3:18][S:19](Cl)(=[O:21])=[O:20].C(N(CC)CC)C. The catalyst is ClCCl.C(OCC)(=O)C. The product is [Cl:1][C:2]1[CH:3]=[C:4]([N+:15]([O-:17])=[O:16])[CH:5]=[CH:6][C:7]=1[O:8][CH:9]1[CH2:14][CH2:13][N:12]([S:19]([CH3:18])(=[O:21])=[O:20])[CH2:11][CH2:10]1. The yield is 0.730. (6) The reactants are [F:1][C:2]([F:11])([F:10])[C:3]1[CH:8]=[CH:7][C:6]([OH:9])=[CH:5][CH:4]=1.C(=O)([O-])[O-].[K+].[K+].[CH2:18](Br)[CH:19]=[CH2:20]. The catalyst is CC#N. The product is [CH2:20]([O:9][C:6]1[CH:5]=[CH:4][C:3]([C:2]([F:10])([F:11])[F:1])=[CH:8][CH:7]=1)[CH:19]=[CH2:18]. The yield is 0.560. (7) The reactants are [CH3:1][O:2][C:3](=[O:26])[CH2:4][C:5]1[C:14]([CH3:15])=[C:13](B2OC(C)(C)C(C)(C)O2)[C:12]2[C:7](=[CH:8][CH:9]=[C:10]([Cl:25])[CH:11]=2)[CH:6]=1.Br[C:28]1[CH:33]=[CH:32][C:31]([S:34][C:35]2[CH:40]=[CH:39][C:38]([F:41])=[CH:37][C:36]=2[F:42])=[CH:30][CH:29]=1.C(=O)(O)[O-].[Na+].O. The catalyst is C(COC)OC.C1C=CC([P]([Pd]([P](C2C=CC=CC=2)(C2C=CC=CC=2)C2C=CC=CC=2)([P](C2C=CC=CC=2)(C2C=CC=CC=2)C2C=CC=CC=2)[P](C2C=CC=CC=2)(C2C=CC=CC=2)C2C=CC=CC=2)(C2C=CC=CC=2)C2C=CC=CC=2)=CC=1. The product is [CH3:1][O:2][C:3](=[O:26])[CH2:4][C:5]1[C:14]([CH3:15])=[C:13]([C:28]2[CH:29]=[CH:30][C:31]([S:34][C:35]3[CH:40]=[CH:39][C:38]([F:41])=[CH:37][C:36]=3[F:42])=[CH:32][CH:33]=2)[C:12]2[C:7](=[CH:8][CH:9]=[C:10]([Cl:25])[CH:11]=2)[CH:6]=1. The yield is 0.160. (8) The reactants are [C:1]([O:5][C:6]([N:8]1[CH2:13][CH2:12][O:11][CH:10]([C:14]2[CH:19]=[CH:18][C:17](Br)=[C:16]([F:21])[CH:15]=2)[CH2:9]1)=[O:7])([CH3:4])([CH3:3])[CH3:2].[Cu][C:23]#[N:24]. The catalyst is C(OC)(C)(C)C. The product is [C:23]([C:17]1[CH:18]=[CH:19][C:14]([CH:10]2[O:11][CH2:12][CH2:13][N:8]([C:6]([O:5][C:1]([CH3:4])([CH3:3])[CH3:2])=[O:7])[CH2:9]2)=[CH:15][C:16]=1[F:21])#[N:24]. The yield is 0.0800. (9) The reactants are C[O:2][C:3](=[O:31])[C@@H:4]([NH:8][S:9]([C:12]1[CH:13]=[CH:14][C:15]2[C:19]3[CH:20]=[C:21]([C:24]4[N:28]=[C:27]([CH3:29])[O:26][N:25]=4)[CH:22]=[CH:23][C:18]=3[O:17][C:16]=2[CH:30]=1)(=[O:11])=[O:10])[CH:5]([CH3:7])[CH3:6].O. The catalyst is Cl.C(O)(=O)C. The product is [CH3:6][CH:5]([CH3:7])[C@H:4]([NH:8][S:9]([C:12]1[CH:13]=[CH:14][C:15]2[C:19]3[CH:20]=[C:21]([C:24]4[N:28]=[C:27]([CH3:29])[O:26][N:25]=4)[CH:22]=[CH:23][C:18]=3[O:17][C:16]=2[CH:30]=1)(=[O:11])=[O:10])[C:3]([OH:31])=[O:2]. The yield is 0.810. (10) The reactants are [C:1]1([C:35]2[CH:40]=[CH:39][CH:38]=[CH:37][CH:36]=2)[CH:6]=[C:5]([CH2:7][NH:8][CH2:9][CH2:10][CH2:11][NH:12][CH2:13][CH2:14][CH2:15][NH:16][CH2:17][CH:18]([CH3:20])[CH3:19])[CH:4]=[C:3]([CH2:21][NH:22][CH2:23][CH2:24][CH2:25][NH:26][CH2:27][CH2:28][CH2:29][NH:30][CH2:31][CH:32]([CH3:34])[CH3:33])[CH:2]=1.[ClH:41]. No catalyst specified. The product is [ClH:41].[C:1]1([C:35]2[CH:40]=[CH:39][CH:38]=[CH:37][CH:36]=2)[CH:2]=[C:3]([CH2:21][NH:22][CH2:23][CH2:24][CH2:25][NH:26][CH2:27][CH2:28][CH2:29][NH:30][CH2:31][CH:32]([CH3:33])[CH3:34])[CH:4]=[C:5]([CH2:7][NH:8][CH2:9][CH2:10][CH2:11][NH:12][CH2:13][CH2:14][CH2:15][NH:16][CH2:17][CH:18]([CH3:19])[CH3:20])[CH:6]=1. The yield is 0.500.